This data is from Forward reaction prediction with 1.9M reactions from USPTO patents (1976-2016). The task is: Predict the product of the given reaction. (1) Given the reactants C(OC(=O)[NH:7][C@H:8]([C:10](=O)[NH:11][C:12]1[CH:17]=[CH:16][C:15]([F:18])=[CH:14][C:13]=1[NH:19][C@H:20]1[CH2:25][CH2:24][C@H:23]([C:26]#[N:27])[CH2:22][CH2:21]1)[CH3:9])(C)(C)C, predict the reaction product. The product is: [NH2:7][C@H:8]([C:10]1[N:19]([C@H:20]2[CH2:25][CH2:24][C@H:23]([C:26]#[N:27])[CH2:22][CH2:21]2)[C:13]2[CH:14]=[C:15]([F:18])[CH:16]=[CH:17][C:12]=2[N:11]=1)[CH3:9]. (2) Given the reactants [N+:1]([O-:4])(O)=[O:2].[CH3:5][C:6]1[C:10]([C:11]2[CH:20]=[C:19]3[C:14]([C:15](=[O:21])[CH:16]=[CH:17][NH:18]3)=[CH:13][C:12]=2[O:22][CH3:23])=[C:9]([CH3:24])[O:8][N:7]=1, predict the reaction product. The product is: [CH3:5][C:6]1[C:10]([C:11]2[CH:20]=[C:19]3[C:14]([C:15]([OH:21])=[C:16]([N+:1]([O-:4])=[O:2])[CH:17]=[N:18]3)=[CH:13][C:12]=2[O:22][CH3:23])=[C:9]([CH3:24])[O:8][N:7]=1. (3) Given the reactants [N+:1]([C:4]1[CH:5]=[C:6]2[C:10](=[CH:11][CH:12]=1)[NH:9][N:8]=[C:7]2[C:13]#[N:14])([O-:3])=[O:2].C([O-])([O-])=O.[K+].[K+].[CH3:21][C@@H:22]1[CH2:24][O:23]1, predict the reaction product. The product is: [OH:23][C@H:22]([CH3:24])[CH2:21][N:9]1[C:10]2[C:6](=[CH:5][C:4]([N+:1]([O-:3])=[O:2])=[CH:12][CH:11]=2)[C:7]([C:13]#[N:14])=[N:8]1. (4) The product is: [CH:1]1([C:4]2[N:13]=[C:12]([N:14]3[CH2:15][CH2:16][CH:17]([C:20]4[CH:25]=[CH:24][CH:23]=[CH:22][C:21]=4[O:26][CH3:27])[CH2:19]3)[C:11]3[C:6](=[CH:7][C:8]([O:30][CH3:31])=[C:9]([O:28][CH3:29])[CH:10]=3)[N:5]=2)[CH2:2][CH2:3]1. Given the reactants [CH:1]1([C:4]2[N:13]=[C:12]([N:14]3[CH2:19]C[CH:17]([C:20]4[CH:25]=[CH:24][CH:23]=[CH:22][C:21]=4[O:26][CH3:27])[CH2:16][CH2:15]3)[C:11]3[C:6](=[CH:7][C:8]([O:30][CH3:31])=[C:9]([O:28][CH3:29])[CH:10]=3)[N:5]=2)[CH2:3][CH2:2]1.COC1C=CC=CC=1C1CCNC1.COC1C=CC=CC=1C1CCNCC1, predict the reaction product. (5) Given the reactants FC(F)(F)C([NH:5][C:6]1[CH:11]=[CH:10][C:9]([CH2:12][N:13]2[CH2:18][CH2:17][CH2:16][CH2:15][CH2:14]2)=[C:8]([C:19]([F:22])([F:21])[F:20])[CH:7]=1)=O.CO.C([O-])([O-])=O.[K+].[K+], predict the reaction product. The product is: [F:22][C:19]([F:20])([F:21])[C:8]1[CH:7]=[C:6]([NH2:5])[CH:11]=[CH:10][C:9]=1[CH2:12][N:13]1[CH2:14][CH2:15][CH2:16][CH2:17][CH2:18]1. (6) Given the reactants [CH3:1][CH2:2][C:3](=[O:9])[CH2:4][C:5](=O)[CH2:6][CH3:7].C([O-])(=O)C.[NH4+:14], predict the reaction product. The product is: [NH2:14][C:5]([CH2:6][CH3:7])=[CH:4][C:3](=[O:9])[CH2:2][CH3:1].